Dataset: Forward reaction prediction with 1.9M reactions from USPTO patents (1976-2016). Task: Predict the product of the given reaction. (1) Given the reactants [OH:1][C:2]1[N:7]=[C:6]([C:8]([O:10][CH3:11])=[O:9])[CH:5]=[CH:4][CH:3]=1.Cl[C:13]([F:18])([F:17])C([O-])=O.[Na+], predict the reaction product. The product is: [F:17][CH:13]([F:18])[O:1][C:2]1[N:7]=[C:6]([C:8]([O:10][CH3:11])=[O:9])[CH:5]=[CH:4][CH:3]=1. (2) Given the reactants Br[C:2]1[CH:3]=[C:4]([NH:9][C:10]2[N:15]=[C:14]([C:16]([F:19])([F:18])[F:17])[CH:13]=[CH:12][N:11]=2)[CH:5]=[C:6]([CH3:8])[CH:7]=1.[CH3:20][C:21]1([CH3:37])[C:25]([CH3:27])([CH3:26])[O:24][B:23]([B:23]2[O:24][C:25]([CH3:27])([CH3:26])[C:21]([CH3:37])([CH3:20])[O:22]2)[O:22]1.CC([O-])=O.[K+], predict the reaction product. The product is: [CH3:8][C:6]1[CH:5]=[C:4]([NH:9][C:10]2[N:15]=[C:14]([C:16]([F:19])([F:18])[F:17])[CH:13]=[CH:12][N:11]=2)[CH:3]=[C:2]([B:23]2[O:24][C:25]([CH3:27])([CH3:26])[C:21]([CH3:37])([CH3:20])[O:22]2)[CH:7]=1. (3) The product is: [C:1]([O:5][C:6]([N:8]([CH3:14])[C@@H:9]([CH3:13])[C:10]([NH:29][C@@H:30]([C:67]([CH3:68])([CH3:70])[CH3:69])[C:31]([N:33]1[C@H:42]([C:43]([N:45]([CH2:56][C:57]2[CH:58]=[CH:59][C:60]([C:61]([O:63][CH3:64])=[O:62])=[CH:65][CH:66]=2)[C@@H:46]([C:48]2[CH:53]=[CH:52][CH:51]=[C:50]([O:54][CH3:55])[CH:49]=2)[CH3:47])=[O:44])[CH2:41][C:40]2[C:35](=[CH:36][CH:37]=[CH:38][CH:39]=2)[CH2:34]1)=[O:32])=[O:12])=[O:7])([CH3:2])([CH3:3])[CH3:4]. Given the reactants [C:1]([O:5][C:6]([N:8]([CH3:14])[C@@H:9]([CH3:13])[C:10]([OH:12])=O)=[O:7])([CH3:4])([CH3:3])[CH3:2].C(Cl)CCl.N1C2C(=NC=CC=2)N(O)N=1.[NH2:29][C@@H:30]([C:67]([CH3:70])([CH3:69])[CH3:68])[C:31]([N:33]1[C@H:42]([C:43]([N:45]([CH2:56][C:57]2[CH:66]=[CH:65][C:60]([C:61]([O:63][CH3:64])=[O:62])=[CH:59][CH:58]=2)[C@@H:46]([C:48]2[CH:53]=[CH:52][CH:51]=[C:50]([O:54][CH3:55])[CH:49]=2)[CH3:47])=[O:44])[CH2:41][C:40]2[C:35](=[CH:36][CH:37]=[CH:38][CH:39]=2)[CH2:34]1)=[O:32].C(O)(C(F)(F)F)=O.CN1CCOCC1, predict the reaction product. (4) Given the reactants [N+:1]([C:4]1[CH:5]=[N:6][C:7]2[CH2:8][CH2:9][C:10](=O)[CH2:11][C:12]=2[CH:13]=1)([O-:3])=[O:2].[CH3:15][NH:16][CH2:17][CH2:18][C:19]1[CH:24]=[CH:23][CH:22]=[CH:21][CH:20]=1.C(O[BH-](OC(=O)C)OC(=O)C)(=O)C.[Na+].C([O-])(O)=O.[Na+], predict the reaction product. The product is: [CH3:15][N:16]([CH2:17][CH2:18][C:19]1[CH:24]=[CH:23][CH:22]=[CH:21][CH:20]=1)[CH:10]1[CH2:9][CH2:8][C:7]2[N:6]=[CH:5][C:4]([N+:1]([O-:3])=[O:2])=[CH:13][C:12]=2[CH2:11]1. (5) Given the reactants Cl[CH2:2][C:3]1[CH:8]=[CH:7][C:6]([O:9][CH3:10])=[CH:5][CH:4]=1.C(=O)([O-])[O-].[Cs+].[Cs+].[NH2:17][C:18]1[CH:23]=[CH:22][C:21]([OH:24])=[CH:20][C:19]=1[CH3:25], predict the reaction product. The product is: [CH3:10][O:9][C:6]1[CH:7]=[CH:8][C:3]([CH2:2][O:24][C:21]2[CH:22]=[CH:23][C:18]([NH2:17])=[C:19]([CH3:25])[CH:20]=2)=[CH:4][CH:5]=1. (6) Given the reactants [S:1]1[CH:5]=[CH:4][CH:3]=[C:2]1[CH:6]=O.[CH3:8][O:9][CH2:10][CH2:11][NH2:12].[C:13]1(=[O:24])[O:19][C:17](=O)[C:16]2=[CH:20][CH:21]=[CH:22][CH:23]=[C:15]2[CH2:14]1.[O:25]1[C:29]([C:30]2[CH:36]=[CH:35][C:33]([NH2:34])=[CH:32][CH:31]=2)=[CH:28][N:27]=[CH:26]1, predict the reaction product. The product is: [CH3:8][O:9][CH2:10][CH2:11][N:12]1[CH:6]([C:2]2[S:1][CH:5]=[CH:4][CH:3]=2)[CH:14]([C:13]([NH:34][C:33]2[CH:32]=[CH:31][C:30]([C:29]3[O:25][CH:26]=[N:27][CH:28]=3)=[CH:36][CH:35]=2)=[O:24])[C:15]2[C:16](=[CH:20][CH:21]=[CH:22][CH:23]=2)[C:17]1=[O:19]. (7) Given the reactants C(=O)([O-])[O-].[Cs+].[Cs+].[F:7][C:8]1[CH:9]=[C:10]([CH:13]=[CH:14][C:15]=1F)[CH:11]=[O:12].[CH3:17][O:18][C:19]1[CH:20]=[C:21]([OH:25])[CH:22]=[CH:23][CH:24]=1.O, predict the reaction product. The product is: [F:7][C:8]1[CH:9]=[C:10]([CH:13]=[CH:14][C:15]=1[O:25][C:21]1[CH:22]=[CH:23][CH:24]=[C:19]([O:18][CH3:17])[CH:20]=1)[CH:11]=[O:12]. (8) Given the reactants [N:1]1[CH:6]=[CH:5][CH:4]=[CH:3][C:2]=1[CH2:7][NH:8][CH2:9][C:10]1[CH:15]=[CH:14][C:13](/[CH:16]=[CH:17]/[CH:18]([C:23]2[CH:28]=[C:27]([Cl:29])[C:26]([Cl:30])=[C:25]([Cl:31])[CH:24]=2)[C:19]([F:22])([F:21])[F:20])=[CH:12][C:11]=1[C:32]([F:35])([F:34])[F:33].CCN(CC)CC.[CH:43]1([C:46](Cl)=[O:47])[CH2:45][CH2:44]1, predict the reaction product. The product is: [N:1]1[CH:6]=[CH:5][CH:4]=[CH:3][C:2]=1[CH2:7][N:8]([CH2:9][C:10]1[CH:15]=[CH:14][C:13](/[CH:16]=[CH:17]/[CH:18]([C:23]2[CH:28]=[C:27]([Cl:29])[C:26]([Cl:30])=[C:25]([Cl:31])[CH:24]=2)[C:19]([F:22])([F:21])[F:20])=[CH:12][C:11]=1[C:32]([F:35])([F:34])[F:33])[C:46]([CH:43]1[CH2:45][CH2:44]1)=[O:47]. (9) Given the reactants [CH2:1]([C:5]1[C:6]([CH3:14])=[CH:7][C:8]([C:11]([OH:13])=O)=[N:9][CH:10]=1)[CH:2]([CH3:4])[CH3:3].[CH2:15]([C:17]1[CH:18]=[C:19]([CH:24]=[C:25]([CH3:28])[C:26]=1[OH:27])[C:20]([NH:22]O)=[NH:21])[CH3:16], predict the reaction product. The product is: [CH2:15]([C:17]1[CH:18]=[C:19]([C:20]2[N:22]=[C:11]([C:8]3[CH:7]=[C:6]([CH3:14])[C:5]([CH2:1][CH:2]([CH3:3])[CH3:4])=[CH:10][N:9]=3)[O:13][N:21]=2)[CH:24]=[C:25]([CH3:28])[C:26]=1[OH:27])[CH3:16].